From a dataset of Full USPTO retrosynthesis dataset with 1.9M reactions from patents (1976-2016). Predict the reactants needed to synthesize the given product. (1) Given the product [Br:1][C:2]1[CH:3]=[CH:4][C:5]([C@@H:8]([N:10]([CH2:15][CH2:16][C@:17]([NH:25][S@:26]([C:28]([CH3:30])([CH3:29])[CH3:31])=[O:27])([C:18]2[CH:19]=[CH:20][C:21]([F:24])=[CH:22][CH:23]=2)[CH2:34][CH:33]=[CH2:32])[C:11](=[O:14])[O:12][CH3:13])[CH3:9])=[CH:6][CH:7]=1, predict the reactants needed to synthesize it. The reactants are: [Br:1][C:2]1[CH:7]=[CH:6][C:5]([C@@H:8]([N:10]([CH2:15][CH2:16][C:17](=[N:25][S@:26]([C:28]([CH3:31])([CH3:30])[CH3:29])=[O:27])[C:18]2[CH:23]=[CH:22][C:21]([F:24])=[CH:20][CH:19]=2)[C:11](=[O:14])[O:12][CH3:13])[CH3:9])=[CH:4][CH:3]=1.[CH2:32]([Mg]Br)[CH:33]=[CH2:34]. (2) Given the product [CH:2]([C:1]1[N:17]2[C:16]([Cl:18])=[CH:15][CH:14]=[C:9]([C:10]([O:12][CH3:13])=[O:11])[C:8]2=[N:7][N:6]=1)([CH3:4])[CH3:3], predict the reactants needed to synthesize it. The reactants are: [C:1]([NH:6][NH:7][C:8]1[N:17]=[C:16]([Cl:18])[CH:15]=[CH:14][C:9]=1[C:10]([O:12][CH3:13])=[O:11])(=O)[CH:2]([CH3:4])[CH3:3].